From a dataset of Full USPTO retrosynthesis dataset with 1.9M reactions from patents (1976-2016). Predict the reactants needed to synthesize the given product. (1) Given the product [ClH:23].[CH3:1][C:2]1[C:7]([N:8]2[CH2:13][C@@H:12]3[CH2:14][C@H:9]2[CH2:10][NH:11]3)=[CH:6][CH:5]=[CH:4][N:3]=1, predict the reactants needed to synthesize it. The reactants are: [CH3:1][C:2]1[C:7]([N:8]2[CH2:13][C@@H:12]3[CH2:14][C@H:9]2[CH2:10][N:11]3C(OC(C)(C)C)=O)=[CH:6][CH:5]=[CH:4][N:3]=1.C(Cl)[Cl:23]. (2) Given the product [Cl:1][C:2]1[C:11]2[C:6](=[CH:7][C:8]([Cl:12])=[CH:9][CH:10]=2)[N:5]=[C:4]([NH2:13])[CH:3]=1, predict the reactants needed to synthesize it. The reactants are: [Cl:1][C:2]1[C:11]2[C:6](=[CH:7][C:8]([Cl:12])=[CH:9][CH:10]=2)[N:5]=[C:4]([NH:13]C(=O)C2C=CC=CC=2)[CH:3]=1. (3) Given the product [I:9][C:3]1[C:1]([OH:2])=[CH:8][CH:7]=[CH:6][C:4]=1[OH:5], predict the reactants needed to synthesize it. The reactants are: [C:1]1([CH:8]=[CH:7][CH:6]=[C:4]([OH:5])[CH:3]=1)[OH:2].[I:9]I.C([O-])(O)=O.[Na+]. (4) Given the product [Cl:30][C:27]1[CH:26]=[CH:25][C:24]([CH:8]([C:5]2[CH:6]=[CH:7][C:2]([Cl:1])=[CH:3][CH:4]=2)[N:9]2[CH2:12][CH:11]([CH:13]([C:16]3[CH:21]=[C:20]([F:22])[CH:19]=[C:18]([F:23])[CH:17]=3)[CH:14]([OH:15])[CH3:31])[CH2:10]2)=[CH:29][CH:28]=1, predict the reactants needed to synthesize it. The reactants are: [Cl:1][C:2]1[CH:7]=[CH:6][C:5]([CH:8]([C:24]2[CH:29]=[CH:28][C:27]([Cl:30])=[CH:26][CH:25]=2)[N:9]2[CH2:12][CH:11]([CH:13]([C:16]3[CH:21]=[C:20]([F:22])[CH:19]=[C:18]([F:23])[CH:17]=3)[CH:14]=[O:15])[CH2:10]2)=[CH:4][CH:3]=1.[CH3:31][Mg]Cl.O.O.O.O.O.O.O.O.O.O.S([O-])([O-])(=O)=O.[Na+].[Na+].